From a dataset of NCI-60 drug combinations with 297,098 pairs across 59 cell lines. Regression. Given two drug SMILES strings and cell line genomic features, predict the synergy score measuring deviation from expected non-interaction effect. Drug 1: CC(C1=C(C=CC(=C1Cl)F)Cl)OC2=C(N=CC(=C2)C3=CN(N=C3)C4CCNCC4)N. Drug 2: CC12CCC3C(C1CCC2O)C(CC4=C3C=CC(=C4)O)CCCCCCCCCS(=O)CCCC(C(F)(F)F)(F)F. Cell line: K-562. Synergy scores: CSS=36.9, Synergy_ZIP=3.37, Synergy_Bliss=5.98, Synergy_Loewe=-4.62, Synergy_HSA=5.58.